From a dataset of Full USPTO retrosynthesis dataset with 1.9M reactions from patents (1976-2016). Predict the reactants needed to synthesize the given product. The reactants are: BrCC1[CH:4]=[C:5]([CH:8]=[C:9]([F:11])[CH:10]=1)[C:6]#[N:7].C(=O)(O)[O-].[Na+].Cl.[C:18]([O:22][C:23](=[O:32])[C@@H:24]([CH2:28][CH:29]([CH3:31])[CH3:30])[NH:25][CH2:26][CH3:27])([CH3:21])([CH3:20])[CH3:19]. Given the product [C:6]([C:5]1[CH:4]=[C:27]([CH:10]=[C:9]([F:11])[CH:8]=1)[CH2:26][NH:25][CH:24]([CH2:28][CH:29]([CH3:31])[CH3:30])[C:23]([O:22][C:18]([CH3:20])([CH3:19])[CH3:21])=[O:32])#[N:7], predict the reactants needed to synthesize it.